This data is from Reaction yield outcomes from USPTO patents with 853,638 reactions. The task is: Predict the reaction yield, written as a fraction of the theoretical maximum amount of product (1.0 means a 100% yield; for example, 0.34 means a 34% yield). (1) The reactants are [C:1]([O:6][CH3:7])(=[O:5])[C@@H:2]([CH3:4])O.N1C(C)=CC=CC=1C.FC(F)(F)S(O)(=O)=O.[F:24][C:25]1[C:31]([F:32])=[C:30]([F:33])[CH:29]=[CH:28][C:26]=1[NH2:27].Cl. The catalyst is ClCCl. The product is [F:24][C:25]1[C:31]([F:32])=[C:30]([F:33])[CH:29]=[CH:28][C:26]=1[NH:27][C@@H:2]([CH3:4])[C:1]([O:6][CH3:7])=[O:5]. The yield is 0.900. (2) The reactants are [CH2:1]([NH:3][CH2:4][CH2:5][OH:6])[CH3:2].[N+:7]([O-:10])([OH:9])=[O:8]. The catalyst is CCOC(C)=O.CCCCCC. The product is [N+:7]([O-:10])([O-:9])=[O:8].[CH2:1]([NH2+:3][CH2:4][CH2:5][O:6][N+:7]([O-:9])=[O:8])[CH3:2]. The yield is 0.760. (3) The reactants are [NH2:1][C:2]1[N:7]=[CH:6][N:5]=[C:4]2[N:8]([CH2:12][C:13]3[O:14][C:15]4[C:20]([C:21](=[O:29])[C:22]=3[C:23]3[CH:28]=[CH:27][CH:26]=[CH:25][CH:24]=3)=[CH:19][CH:18]=[CH:17][CH:16]=4)[N:9]=[C:10](I)[C:3]=12.C([N:37]1[CH:41]=[C:40](B2OC(C)(C)C(C)(C)O2)[CH:39]=[N:38]1)(OC(C)(C)C)=O.C(=O)([O-])[O-].[Na+].[Na+].ClCCl. The catalyst is CN(C=O)C.C(O)C.O. The product is [NH2:1][C:2]1[N:7]=[CH:6][N:5]=[C:4]2[N:8]([CH2:12][C:13]3[O:14][C:15]4[C:20]([C:21](=[O:29])[C:22]=3[C:23]3[CH:28]=[CH:27][CH:26]=[CH:25][CH:24]=3)=[CH:19][CH:18]=[CH:17][CH:16]=4)[N:9]=[C:10]([C:40]3[CH:41]=[N:37][NH:38][CH:39]=3)[C:3]=12. The yield is 0.290.